Task: Predict which catalyst facilitates the given reaction.. Dataset: Catalyst prediction with 721,799 reactions and 888 catalyst types from USPTO (1) Product: [Br:11][C:8]1[CH:9]=[CH:10][C:5]([C:3](=[O:4])[CH2:2][N:18]2[C:17](=[O:19])[C:16]3=[CH:20][CH:21]=[CH:22][CH:23]=[C:15]3[C:14]2=[O:24])=[C:6]([O:12][CH3:13])[CH:7]=1. Reactant: Br[CH2:2][C:3]([C:5]1[CH:10]=[CH:9][C:8]([Br:11])=[CH:7][C:6]=1[O:12][CH3:13])=[O:4].[C:14]1(=[O:24])[NH:18][C:17](=[O:19])[C:16]2=[CH:20][CH:21]=[CH:22][CH:23]=[C:15]12.[K]. The catalyst class is: 3. (2) Reactant: [CH3:1][O:2][C:3](=[O:13])[NH:4][C:5]1[CH:10]=[CH:9][C:8]([F:11])=[CH:7][C:6]=1[F:12].C([N-]C(C)C)(C)C.[Li+].[C:22](=[O:24])=[O:23]. Product: [F:12][C:6]1[C:5]([NH:4][C:3]([O:2][CH3:1])=[O:13])=[CH:10][CH:9]=[C:8]([F:11])[C:7]=1[C:22]([OH:24])=[O:23]. The catalyst class is: 7. (3) Reactant: [C:1]([O:5][C:6]([N:8]1[CH2:13][CH2:12][C:11]([N:14]2[CH2:19][CH2:18][O:17][CH2:16][CH2:15]2)=[CH:10][CH2:9]1)=[O:7])([CH3:4])([CH3:3])[CH3:2].[CH3:20][N:21]=[C:22]=[S:23]. Product: [C:1]([O:5][C:6]([N:8]1[CH2:13][CH2:12][C:11]([N:14]2[CH2:19][CH2:18][O:17][CH2:16][CH2:15]2)=[C:10]([C:22](=[S:23])[NH:21][CH3:20])[CH2:9]1)=[O:7])([CH3:4])([CH3:2])[CH3:3]. The catalyst class is: 22. (4) Reactant: [CH3:1][O:2][C:3]1[CH:4]=[C:5]2[C:10](=[CH:11][C:12]=1[CH3:13])[C:9](=O)[NH:8][CH:7]=[CH:6]2.P(Cl)(Cl)([Cl:17])=O.C(=O)([O-])[O-].[Na+].[Na+]. Product: [Cl:17][C:9]1[C:10]2[C:5](=[CH:4][C:3]([O:2][CH3:1])=[C:12]([CH3:13])[CH:11]=2)[CH:6]=[CH:7][N:8]=1. The catalyst class is: 11. (5) Reactant: Br[C:2]1[C:7]([C:8]([F:11])([F:10])[F:9])=[CH:6][C:5]([NH:12][C:13]2[N:17]=[C:16]([NH2:18])[NH:15][N:14]=2)=[CH:4][C:3]=1[Cl:19].CC1(C)C(C)(C)OB([C:28]2[CH:33]=[CH:32][C:31]([NH:34][C:35](=[O:45])[O:36][CH:37]3[CH2:40][N:39]([C:41]([CH3:44])([CH3:43])[CH3:42])[CH2:38]3)=[CH:30][CH:29]=2)O1.C([O-])([O-])=O.[Na+].[Na+]. Product: [C:41]([N:39]1[CH2:40][CH:37]([O:36][C:35](=[O:45])[NH:34][C:31]2[CH:30]=[CH:29][C:28]([C:2]3[C:7]([C:8]([F:11])([F:10])[F:9])=[CH:6][C:5]([NH:12][C:13]4[N:17]=[C:16]([NH2:18])[NH:15][N:14]=4)=[CH:4][C:3]=3[Cl:19])=[CH:33][CH:32]=2)[CH2:38]1)([CH3:44])([CH3:42])[CH3:43]. The catalyst class is: 77. (6) Reactant: [Br:1][C:2]1[CH:7]=[CH:6][C:5]([C:8]2[N:12]([C:13]3[CH:18]=[CH:17][C:16]([S:19]([CH3:22])(=[O:21])=[O:20])=[C:15]([F:23])[CH:14]=3)[N:11]=[CH:10][C:9]=2[N+:24]([O-])=O)=[CH:4][CH:3]=1.O. Product: [NH2:24][C:9]1[CH:10]=[N:11][N:12]([C:13]2[CH:18]=[CH:17][C:16]([S:19]([CH3:22])(=[O:20])=[O:21])=[C:15]([F:23])[CH:14]=2)[C:8]=1[C:5]1[CH:4]=[CH:3][C:2]([Br:1])=[CH:7][CH:6]=1. The catalyst class is: 447. (7) Reactant: CCN(CC)CC.[NH2:8][C:9]1[CH:14]=[C:13]([C:15]([CH3:18])([CH3:17])[CH3:16])[CH:12]=[CH:11][C:10]=1[C:19](=[O:21])[CH3:20].[CH2:22]([O:24][C:25](=[O:30])[CH2:26][C:27](Cl)=[O:28])[CH3:23].CCCCCC. Product: [CH2:22]([O:24][C:25](=[O:30])[CH2:26][C:27]([NH:8][C:9]1[CH:14]=[C:13]([C:15]([CH3:17])([CH3:16])[CH3:18])[CH:12]=[CH:11][C:10]=1[C:19](=[O:21])[CH3:20])=[O:28])[CH3:23]. The catalyst class is: 34.